This data is from Forward reaction prediction with 1.9M reactions from USPTO patents (1976-2016). The task is: Predict the product of the given reaction. Given the reactants [CH3:1][O:2][C:3]1[CH:40]=[CH:39][CH:38]=[CH:37][C:4]=1[CH2:5][O:6][CH2:7][CH2:8][CH2:9][O:10][C:11]1[CH:16]=[CH:15][C:14]([CH:17]2[CH2:22][CH2:21][N:20]([C:23]([O:25][CH2:26][C:27]3[CH:32]=[CH:31][CH:30]=[CH:29][CH:28]=3)=[O:24])[CH2:19][CH:18]2[O:33][CH2:34][C:35]#[CH:36])=[CH:13][CH:12]=1.I[C:42]1[CH:47]=[CH:46][CH:45]=[CH:44][C:43]=1[NH:48][S:49]([CH3:52])(=[O:51])=[O:50].O, predict the reaction product. The product is: [CH3:52][S:49]([N:48]1[C:43]2[C:42](=[CH:47][CH:46]=[CH:45][CH:44]=2)[CH:36]=[C:35]1[CH2:34][O:33][CH:18]1[CH:17]([C:14]2[CH:13]=[CH:12][C:11]([O:10][CH2:9][CH2:8][CH2:7][O:6][CH2:5][C:4]3[CH:37]=[CH:38][CH:39]=[CH:40][C:3]=3[O:2][CH3:1])=[CH:16][CH:15]=2)[CH2:22][CH2:21][N:20]([C:23]([O:25][CH2:26][C:27]2[CH:32]=[CH:31][CH:30]=[CH:29][CH:28]=2)=[O:24])[CH2:19]1)(=[O:51])=[O:50].